Predict the product of the given reaction. From a dataset of Forward reaction prediction with 1.9M reactions from USPTO patents (1976-2016). Given the reactants [CH3:1][CH:2]([CH3:4])[O-:3].[CH3:5][CH:6]([CH3:8])[O-:7].[CH3:9][CH:10]([CH3:12])[O-:11].[CH3:13][CH:14]([CH3:16])[O-:15].[Ti+4:17].[OH2:18].[OH:19]O, predict the reaction product. The product is: [OH:18][OH:19].[CH3:1][CH:2]([CH3:4])[O-:3].[Ti+4:17].[CH3:5][CH:6]([CH3:8])[O-:7].[CH3:9][CH:10]([CH3:12])[O-:11].[CH3:13][CH:14]([CH3:16])[O-:15].